This data is from Full USPTO retrosynthesis dataset with 1.9M reactions from patents (1976-2016). The task is: Predict the reactants needed to synthesize the given product. (1) Given the product [CH2:38]([O:37][C:35]([N:14]1[C:15]2[C:20](=[CH:19][C:18]([C:21]([F:24])([F:22])[F:23])=[CH:17][CH:16]=2)[C@H:11]([NH:10][C:9]([O:8][CH2:1][C:2]2[CH:3]=[CH:4][CH:5]=[CH:6][CH:7]=2)=[O:27])[CH2:12][C@@H:13]1[CH2:25][CH3:26])=[O:36])[CH3:39], predict the reactants needed to synthesize it. The reactants are: [CH2:1]([O:8][C:9](=[O:27])[NH:10][C@H:11]1[C:20]2[C:15](=[CH:16][CH:17]=[C:18]([C:21]([F:24])([F:23])[F:22])[CH:19]=2)[NH:14][C@@H:13]([CH2:25][CH3:26])[CH2:12]1)[C:2]1[CH:7]=[CH:6][CH:5]=[CH:4][CH:3]=1.N1C=CC=CC=1.Cl[C:35]([O:37][CH2:38][CH3:39])=[O:36].[OH-].[K+]. (2) Given the product [Cl:12][C:13]1[S:17][C:16]([C:18]([NH:1][C:2]2[CH:3]=[N:4][CH:5]=[CH:6][C:7]=2[C:8]([O:10][CH3:11])=[O:9])=[O:19])=[CH:15][CH:14]=1, predict the reactants needed to synthesize it. The reactants are: [NH2:1][C:2]1[CH:3]=[N:4][CH:5]=[CH:6][C:7]=1[C:8]([O:10][CH3:11])=[O:9].[Cl:12][C:13]1[S:17][C:16]([C:18](Cl)=[O:19])=[CH:15][CH:14]=1. (3) Given the product [F:13][C:14]1[CH:15]=[C:16]([CH:19]=[CH:20][CH:21]=1)[CH2:17][C:2]1[CH:3]=[C:4]([CH:9]=[CH:10][N:11]=1)[C:5]([O:7][CH3:8])=[O:6], predict the reactants needed to synthesize it. The reactants are: Cl[C:2]1[CH:3]=[C:4]([CH:9]=[CH:10][N:11]=1)[C:5]([O:7][CH3:8])=[O:6].[Cl-].[F:13][C:14]1[CH:15]=[C:16]([CH:19]=[CH:20][CH:21]=1)[CH2:17][Zn+].